The task is: Predict the reaction yield, written as a fraction of the theoretical maximum amount of product (1.0 means a 100% yield; for example, 0.34 means a 34% yield).. This data is from Reaction yield outcomes from USPTO patents with 853,638 reactions. (1) The reactants are [K].[CH2:2]([O:4][C:5](=[O:23])[CH2:6][C:7]([C:9]1[CH:14]=[CH:13][C:12]([O:15][CH2:16][C:17]2[CH:22]=[CH:21][CH:20]=[CH:19][CH:18]=2)=[CH:11][CH:10]=1)=[O:8])[CH3:3].[CH:24]1([CH2:30][CH2:31]Br)[CH2:29][CH2:28][CH2:27][CH2:26][CH2:25]1.[I-].[K+]. The catalyst is CN(C)C=O. The product is [CH2:2]([O:4][C:5](=[O:23])[CH:6]([C:7](=[O:8])[C:9]1[CH:14]=[CH:13][C:12]([O:15][CH2:16][C:17]2[CH:22]=[CH:21][CH:20]=[CH:19][CH:18]=2)=[CH:11][CH:10]=1)[CH2:31][CH2:30][CH:24]1[CH2:29][CH2:28][CH2:27][CH2:26][CH2:25]1)[CH3:3]. The yield is 0.700. (2) The reactants are [F:8][C:7]([F:10])([F:9])[C:6](O[C:6](=[O:11])[C:7]([F:10])([F:9])[F:8])=[O:11].[F:14][C:15]1[CH:20]=[CH:19][C:18]([C:21]2[CH:26]=[CH:25][CH:24]=[C:23]([NH2:27])[CH:22]=2)=[CH:17][C:16]=1[N+:28]([O-:30])=[O:29].C(N(CC)CC)C. The catalyst is ClCCl. The product is [F:14][C:15]1[CH:20]=[CH:19][C:18]([C:21]2[CH:26]=[CH:25][CH:24]=[C:23]([NH:27][C:6](=[O:11])[C:7]([F:8])([F:9])[F:10])[CH:22]=2)=[CH:17][C:16]=1[N+:28]([O-:30])=[O:29]. The yield is 0.650. (3) The reactants are [BH4-].[Na+].[O:3]1[C:7]2([CH2:12][CH2:11][CH2:10][CH2:9][CH2:8]2)[O:6][CH2:5][CH2:4]1. The catalyst is C1COCC1.[Cl-].[Cl-].[Cl-].[Cl-].[Zr+4]. The product is [CH:7]1([O:3][CH2:4][CH2:5][OH:6])[CH2:12][CH2:11][CH2:10][CH2:9][CH2:8]1. The yield is 0.592. (4) The reactants are [CH:1]([C:3]1[CH:4]=[C:5]([C:11]2[CH:16]=[CH:15][N:14]=[C:13]([C:17]#[N:18])[CH:12]=2)[C:6]([O:9][CH3:10])=[N:7][CH:8]=1)=O.[Cl:19]C1C=C(C2C(OC)=NC=C(C=O)C=2)C=CN=1.C([Zn]C#N)#N. The catalyst is C1C=CC([P]([Pd]([P](C2C=CC=CC=2)(C2C=CC=CC=2)C2C=CC=CC=2)([P](C2C=CC=CC=2)(C2C=CC=CC=2)C2C=CC=CC=2)[P](C2C=CC=CC=2)(C2C=CC=CC=2)C2C=CC=CC=2)(C2C=CC=CC=2)C2C=CC=CC=2)=CC=1.CN(C=O)C. The product is [Cl:19][CH2:1][C:3]1[CH:4]=[C:5]([C:11]2[CH:16]=[CH:15][N:14]=[C:13]([C:17]#[N:18])[CH:12]=2)[C:6]([O:9][CH3:10])=[N:7][CH:8]=1. The yield is 0.910. (5) The reactants are [NH2:1][C@H:2]([C:8]([OH:10])=[O:9])[CH2:3][CH2:4][C:5]([OH:7])=O.[C:11]1(=O)[O:16][C:14](=[O:15])[C:13]2=[CH:17][CH:18]=[CH:19][CH:20]=[C:12]12.C(OC(=O)C)(=O)C. The catalyst is C1(C)C(C)=CC=CC=1. The product is [C:11]1(=[O:16])[N:1]([CH:2]2[CH2:3][CH2:4][C:5](=[O:7])[O:9][C:8]2=[O:10])[C:14](=[O:15])[C:13]2=[CH:17][CH:18]=[CH:19][CH:20]=[C:12]12. The yield is 0.550. (6) The reactants are [N+:1]([C:4]1[CH:9]=[C:8]([N+:10]([O-])=O)[CH:7]=[CH:6][C:5]=1[CH2:13][CH2:14][C:15]([O:17]CC)=O)([O-])=O. The catalyst is [Pd].CO. The product is [NH2:10][C:8]1[CH:9]=[C:4]2[C:5]([CH2:13][CH2:14][C:15](=[O:17])[NH:1]2)=[CH:6][CH:7]=1. The yield is 0.550. (7) The reactants are [C:1](=[O:4])([OH:3])[NH2:2].FC(F)(F)S([C:10]1([OH:30])[C:23]2[O:24][C@@H:20]3[C@@:21]45[CH2:25][CH2:26][N:27]([CH3:28])[C@@H:15]([C@@H:16]4[CH:17]=[CH:18][C@@H:19]3[OH:29])[CH2:14][C:13]([C:22]5=2)=[CH:12][CH2:11]1)(=O)=O.C(N(CC)CC)C.B.OC(C(O)(C)C)(C)C. The catalyst is ClCCCl. The product is [C:1](=[O:3])([OH:4])[NH2:2].[CH:12]1[C:13]2[CH2:14][C@H:15]3[N:27]([CH2:26][CH2:25][C@@:21]45[C@H:16]3[CH:17]=[CH:18][C@H:19]([OH:29])[C@@H:20]4[O:24][C:23]([C:22]=25)=[C:10]([OH:30])[CH:11]=1)[CH3:28]. The yield is 0.940. (8) The reactants are [CH:1]([NH:4][C:5]([C@H:7]1[CH2:12][CH2:11][C@@H:10]([NH:13][C:14]2[CH:19]=[C:18]([N:20]3[CH:24]=[N:23][CH:22]=[N:21]3)[CH:17]=[CH:16][C:15]=2[N+:25]([O-])=O)[CH2:9][CH2:8]1)=[O:6])([CH3:3])[CH3:2].O.O.[Sn](Cl)Cl.[F:33][C:34]1[CH:44]=[CH:43][C:37]([C:38]([N:40]=[C:41]=S)=[O:39])=[CH:36][CH:35]=1.CCN(C(C)C)C(C)C.C(Cl)CCl. The catalyst is CCO. The product is [F:33][C:34]1[CH:35]=[CH:36][C:37]([C:38](/[N:40]=[C:41]2\[NH:25][C:15]3[CH:16]=[CH:17][C:18]([N:20]4[CH:24]=[N:23][CH:22]=[N:21]4)=[CH:19][C:14]=3[N:13]\2[C@H:10]2[CH2:11][CH2:12][C@@H:7]([C:5](=[O:6])[NH:4][CH:1]([CH3:3])[CH3:2])[CH2:8][CH2:9]2)=[O:39])=[CH:43][CH:44]=1. The yield is 0.335.